Dataset: Blood-brain barrier permeability classification from the B3DB database. Task: Regression/Classification. Given a drug SMILES string, predict its absorption, distribution, metabolism, or excretion properties. Task type varies by dataset: regression for continuous measurements (e.g., permeability, clearance, half-life) or binary classification for categorical outcomes (e.g., BBB penetration, CYP inhibition). Dataset: b3db_classification. (1) The drug is CC[N+](C)(C)C(C)CC(c1ccccc1)c1ccccc1. The result is 0 (does not penetrate BBB). (2) The compound is CC(=O)[C@@]1(O)[C@@H](C)CC2C3CCC4=CC(=O)C=C[C@]4(C)[C@@]3(F)[C@@H](O)C[C@@]21C. The result is 1 (penetrates BBB). (3) The drug is CN(C)c1ccc(O)c2c1C[C@H]1C[C@H]3[C@@H](N(C)C)C(=O)C(C(N)=O)=C(O)[C@@]3(O)C(=O)C1=C2O. The result is 1 (penetrates BBB).